Dataset: Full USPTO retrosynthesis dataset with 1.9M reactions from patents (1976-2016). Task: Predict the reactants needed to synthesize the given product. (1) Given the product [OH:38][CH2:37][C@H:36]1[CH2:35][N:34]([C:2]2[N:10]3[C:6](=[N:7][C:8]4[CH:14]=[CH:13][CH:12]=[CH:11][C:9]=43)[C:5]([C:15]#[N:16])=[C:4]([CH3:17])[C:3]=2[C:18]2[CH:23]=[CH:22][CH:21]=[CH:20][CH:19]=2)[CH2:33][C@H:32]1[N:31]([CH3:42])[CH3:29], predict the reactants needed to synthesize it. The reactants are: Cl[C:2]1[N:10]2[C:6](=[N:7][C:8]3[CH:14]=[CH:13][CH:12]=[CH:11][C:9]=32)[C:5]([C:15]#[N:16])=[C:4]([CH3:17])[C:3]=1[C:18]1[CH:23]=[CH:22][CH:21]=[CH:20][CH:19]=1.C(O[C:29]([NH:31][C@H:32]1[C@@H:36]([CH2:37][OH:38])[CH2:35][NH:34][CH2:33]1)=O)(C)(C)C.Cl.[OH-].[Na+].[C:42](=O)(O)[O-].[Na+].C=O.[B-]C#N.[Na+]. (2) Given the product [C:33]([C:29]1[CH:28]=[C:27]([N:38]2[CH2:24][CH2:19][CH:18]([N:17]([CH3:43])[C:11]3[CH:12]=[CH:13][C:14]([F:16])=[CH:15][C:10]=3[C:9]([NH:8][C:5]3[CH:4]=[CH:3][C:2]([Cl:1])=[CH:7][N:6]=3)=[O:25])[CH2:37][CH2:36]2)[CH:32]=[CH:31][N:30]=1)([OH:35])=[O:34], predict the reactants needed to synthesize it. The reactants are: [Cl:1][C:2]1[CH:3]=[CH:4][C:5]([NH:8][C:9](=[O:25])[C:10]2[CH:15]=[C:14]([F:16])[CH:13]=[CH:12][C:11]=2[NH:17][CH2:18][CH:19]2[CH2:24]CNCC2)=[N:6][CH:7]=1.Cl[C:27]1[CH:32]=[CH:31][N:30]=[C:29]([C:33]([OH:35])=[O:34])[CH:28]=1.[CH2:36]([N:38](CC)CC)[CH3:37].[CH2:43](O)C. (3) Given the product [Br:1][C:2]1[CH:7]=[CH:6][C:5]([N:8]2[C:9]3=[N:10][C:11]4[C:12](=[C:18]([C:23]([O:25][CH3:26])=[O:24])[CH:19]=[CH:20][C:21]=4[Cl:22])[N:13]3[CH2:14][CH2:15][CH2:16]2)=[C:4]([Cl:27])[CH:3]=1, predict the reactants needed to synthesize it. The reactants are: [Br:1][C:2]1[CH:7]=[CH:6][C:5]([NH:8][C:9]2[N:13]([CH2:14][CH2:15][CH2:16]O)[C:12]3[C:18]([C:23]([O:25][CH3:26])=[O:24])=[CH:19][CH:20]=[C:21]([Cl:22])[C:11]=3[N:10]=2)=[C:4]([Cl:27])[CH:3]=1.C(N(CC)CC)C.CS(Cl)(=O)=O.C(=O)([O-])[O-].[K+].[K+]. (4) Given the product [OH:12][C@H:3]([CH2:4][O:5][C:6]1[CH:11]=[CH:10][CH:9]=[CH:8][CH:7]=1)[CH2:2][NH:1][C:24]([C@H:19]1[CH2:18][CH2:17][C:16]2[C:21](=[CH:22][CH:23]=[C:14]([I:13])[CH:15]=2)[O:20]1)=[O:25], predict the reactants needed to synthesize it. The reactants are: [NH2:1][CH2:2][C@H:3]([OH:12])[CH2:4][O:5][C:6]1[CH:11]=[CH:10][CH:9]=[CH:8][CH:7]=1.[I:13][C:14]1[CH:15]=[C:16]2[C:21](=[CH:22][CH:23]=1)[O:20][C@@H:19]([C:24](O)=[O:25])[CH2:18][CH2:17]2.Cl.CN(C)CCCN=C=NCC.O.ON1C2C=CC=CC=2N=N1.C(N(CC)CC)C. (5) The reactants are: O1CCCC1.[OH-].[Na+].[NH2:8][C:9]1[C:14]([C:15]2[O:19][N:18]=[C:17]([CH2:20][C:21]3[CH:26]=[CH:25][C:24]([OH:27])=[CH:23][CH:22]=3)[CH:16]=2)=[CH:13][CH:12]=[CH:11][N:10]=1.Cl[CH2:29][C:30]1[CH:35]=[CH:34][C:33]([F:36])=[CH:32][N:31]=1. Given the product [F:36][C:33]1[CH:34]=[CH:35][C:30]([CH2:29][O:27][C:24]2[CH:25]=[CH:26][C:21]([CH2:20][C:17]3[CH:16]=[C:15]([C:14]4[C:9]([NH2:8])=[N:10][CH:11]=[CH:12][CH:13]=4)[O:19][N:18]=3)=[CH:22][CH:23]=2)=[N:31][CH:32]=1, predict the reactants needed to synthesize it. (6) Given the product [Cl:15][C:14]1[CH:13]=[CH:12][CH:11]=[C:10]([Cl:16])[C:9]=1[C:8]1[O:7][N:6]=[C:5]([C@@H:17]2[C@:22]([C:24]3[CH:29]=[CH:28][C:27]([F:30])=[C:26]([F:31])[CH:25]=3)([OH:23])[CH2:21][CH2:20][N:19]([C:32]([O:34][C:35]([CH3:36])([CH3:38])[CH3:37])=[O:33])[CH2:18]2)[C:4]=1[CH:1]([OH:3])[CH3:2], predict the reactants needed to synthesize it. The reactants are: [C:1]([C:4]1[C:5]([C@@H:17]2[C@:22]([C:24]3[CH:29]=[CH:28][C:27]([F:30])=[C:26]([F:31])[CH:25]=3)([OH:23])[CH2:21][CH2:20][N:19]([C:32]([O:34][C:35]([CH3:38])([CH3:37])[CH3:36])=[O:33])[CH2:18]2)=[N:6][O:7][C:8]=1[C:9]1[C:14]([Cl:15])=[CH:13][CH:12]=[CH:11][C:10]=1[Cl:16])(=[O:3])[CH3:2].[BH4-].[Na+].